From a dataset of TCR-epitope binding with 47,182 pairs between 192 epitopes and 23,139 TCRs. Binary Classification. Given a T-cell receptor sequence (or CDR3 region) and an epitope sequence, predict whether binding occurs between them. (1) The epitope is TEILPVSMTK. The TCR CDR3 sequence is CASSAGQFSYNSPLHF. Result: 1 (the TCR binds to the epitope). (2) The epitope is TPQDLNTML. The TCR CDR3 sequence is CASSLAFGTSGGEQYF. Result: 1 (the TCR binds to the epitope). (3) The epitope is YLQPRTFLL. The TCR CDR3 sequence is CSARDLAGENTGELFF. Result: 1 (the TCR binds to the epitope). (4) The epitope is GLCTLVAML. The TCR CDR3 sequence is CASSALPAGGITGELFF. Result: 1 (the TCR binds to the epitope). (5) The epitope is KLSYGIATV. The TCR CDR3 sequence is CASSKGQRLAKNIQYF. Result: 0 (the TCR does not bind to the epitope). (6) The epitope is EHPTFTSQYRIQGKL. The TCR CDR3 sequence is CSAVFTDTQYF. Result: 1 (the TCR binds to the epitope). (7) The epitope is WICLLQFAY. The TCR CDR3 sequence is CASSESRMGSQANYGYTF. Result: 0 (the TCR does not bind to the epitope).